Dataset: Peptide-MHC class I binding affinity with 185,985 pairs from IEDB/IMGT. Task: Regression. Given a peptide amino acid sequence and an MHC pseudo amino acid sequence, predict their binding affinity value. This is MHC class I binding data. (1) The peptide sequence is WQQIGLVEV. The MHC is HLA-B18:01 with pseudo-sequence HLA-B18:01. The binding affinity (normalized) is 0.0847. (2) The peptide sequence is YAREAGIAM. The MHC is HLA-B45:06 with pseudo-sequence HLA-B45:06. The binding affinity (normalized) is 0.213. (3) The peptide sequence is LIALSVLAV. The MHC is HLA-A02:03 with pseudo-sequence HLA-A02:03. The binding affinity (normalized) is 0.911. (4) The peptide sequence is CSRVIFPLQE. The MHC is Mamu-B08 with pseudo-sequence Mamu-B08. The binding affinity (normalized) is 0.133.